From a dataset of Full USPTO retrosynthesis dataset with 1.9M reactions from patents (1976-2016). Predict the reactants needed to synthesize the given product. (1) Given the product [Cl:3][C:4]1[C:13]2[C:8](=[C:9]([Cl:14])[CH:10]=[CH:11][CH:12]=2)[CH:7]=[C:6]([O:15][CH:17]([CH3:19])[CH3:18])[N:5]=1, predict the reactants needed to synthesize it. The reactants are: [H-].[Na+].[Cl:3][C:4]1[C:13]2[C:8](=[C:9]([Cl:14])[CH:10]=[CH:11][CH:12]=2)[CH:7]=[C:6]([OH:15])[N:5]=1.Br[CH:17]([CH3:19])[CH3:18]. (2) Given the product [Br:3][C:4]1[C:12]2[C:7](=[CH:8][CH:9]=[CH:10][CH:11]=2)[N:6]([CH2:15][CH2:14][O:16][CH2:17][CH3:18])[C:5]=1[CH3:13], predict the reactants needed to synthesize it. The reactants are: [H-].[Na+].[Br:3][C:4]1[C:12]2[C:7](=[CH:8][CH:9]=[CH:10][CH:11]=2)[NH:6][C:5]=1[CH3:13].[CH2:14]([O:16][CH2:17][CH2:18]Br)[CH3:15].[I-].[Na+]. (3) Given the product [OH:1][CH2:2][CH2:3][CH2:4][CH2:5][N:6]([CH:23]=[CH:24][CH2:25][CH3:26])[S:7]([C:10]1[CH:15]=[CH:14][C:13]([C:16]2[CH:21]=[CH:20][CH:19]=[CH:18][CH:17]=2)=[CH:12][CH:11]=1)(=[O:9])=[O:8], predict the reactants needed to synthesize it. The reactants are: [OH:1][CH2:2][CH2:3][CH2:4][CH2:5][NH:6][S:7]([C:10]1[CH:15]=[CH:14][C:13]([C:16]2[CH:21]=[CH:20][CH:19]=[CH:18][CH:17]=2)=[CH:12][CH:11]=1)(=[O:9])=[O:8].Br[CH2:23][CH2:24][CH:25]=[CH2:26].